Dataset: CYP1A2 inhibition data for predicting drug metabolism from PubChem BioAssay. Task: Regression/Classification. Given a drug SMILES string, predict its absorption, distribution, metabolism, or excretion properties. Task type varies by dataset: regression for continuous measurements (e.g., permeability, clearance, half-life) or binary classification for categorical outcomes (e.g., BBB penetration, CYP inhibition). Dataset: cyp1a2_veith. The compound is C=C1c2cccc(O)c2C(O)=C2C(=O)[C@@]3(O)C(O)=C(C(N)=O)C(=O)[C@@H](N(C)C)[C@@H]3[C@@H](O)[C@H]12. The result is 0 (non-inhibitor).